From a dataset of NCI-60 drug combinations with 297,098 pairs across 59 cell lines. Regression. Given two drug SMILES strings and cell line genomic features, predict the synergy score measuring deviation from expected non-interaction effect. (1) Drug 1: CC1=C(C=C(C=C1)NC(=O)C2=CC=C(C=C2)CN3CCN(CC3)C)NC4=NC=CC(=N4)C5=CN=CC=C5. Drug 2: B(C(CC(C)C)NC(=O)C(CC1=CC=CC=C1)NC(=O)C2=NC=CN=C2)(O)O. Cell line: COLO 205. Synergy scores: CSS=37.1, Synergy_ZIP=4.71, Synergy_Bliss=-1.89, Synergy_Loewe=-37.4, Synergy_HSA=-3.22. (2) Drug 1: CCN(CC)CCCC(C)NC1=C2C=C(C=CC2=NC3=C1C=CC(=C3)Cl)OC. Drug 2: C1CCC(C(C1)N)N.C(=O)(C(=O)[O-])[O-].[Pt+4]. Cell line: HOP-62. Synergy scores: CSS=37.4, Synergy_ZIP=-6.79, Synergy_Bliss=-2.83, Synergy_Loewe=-8.98, Synergy_HSA=1.36. (3) Drug 1: COC1=C(C=C2C(=C1)N=CN=C2NC3=CC(=C(C=C3)F)Cl)OCCCN4CCOCC4. Drug 2: C1=CN(C=N1)CC(O)(P(=O)(O)O)P(=O)(O)O. Cell line: HCT-15. Synergy scores: CSS=8.18, Synergy_ZIP=-8.53, Synergy_Bliss=-15.1, Synergy_Loewe=-25.7, Synergy_HSA=-16.8. (4) Synergy scores: CSS=16.4, Synergy_ZIP=-2.07, Synergy_Bliss=0.670, Synergy_Loewe=-16.2, Synergy_HSA=-1.65. Drug 1: C(=O)(N)NO. Cell line: RXF 393. Drug 2: CN(CC1=CN=C2C(=N1)C(=NC(=N2)N)N)C3=CC=C(C=C3)C(=O)NC(CCC(=O)O)C(=O)O.